From a dataset of Peptide-MHC class I binding affinity with 185,985 pairs from IEDB/IMGT. Regression. Given a peptide amino acid sequence and an MHC pseudo amino acid sequence, predict their binding affinity value. This is MHC class I binding data. The peptide sequence is EIITGNKVK. The MHC is HLA-A03:01 with pseudo-sequence HLA-A03:01. The binding affinity (normalized) is 0.